This data is from Full USPTO retrosynthesis dataset with 1.9M reactions from patents (1976-2016). The task is: Predict the reactants needed to synthesize the given product. (1) Given the product [Cl:1][C:2]1[C:3]([C:18]([NH:20][CH2:21][CH2:22][C:23]23[CH2:32][CH:27]4[CH2:28][CH:29]([CH2:31][CH:25]([CH2:26]4)[CH2:24]2)[CH2:30]3)=[O:19])=[C:4]2[C:9](=[CH:10][CH:11]=1)[N:8]=[C:7]([N:12]1[CH2:17][CH2:16][N:15]([CH2:35][CH2:34][C:33]([O:37][CH3:38])=[O:36])[CH2:14][CH2:13]1)[CH:6]=[CH:5]2, predict the reactants needed to synthesize it. The reactants are: [Cl:1][C:2]1[CH:11]=[CH:10][C:9]2[N:8]=[C:7]([N:12]3[CH2:17][CH2:16][NH:15][CH2:14][CH2:13]3)[CH:6]=[CH:5][C:4]=2[C:3]=1[C:18]([NH:20][CH2:21][CH2:22][C:23]12[CH2:32][CH:27]3[CH2:28][CH:29]([CH2:31][CH:25]([CH2:26]3)[CH2:24]1)[CH2:30]2)=[O:19].[C:33]([O:37][CH3:38])(=[O:36])[CH:34]=[CH2:35].C(=O)(O)[O-].[Na+]. (2) Given the product [Cl:1][C:2]1[CH:17]=[CH:16][C:5]([O:6][CH2:7][CH2:8][CH:9]([CH3:10])[O:11][C:34]2[CH:35]=[CH:36][C:31]([S:30][CH2:29][C:28]([OH:39])=[O:27])=[C:32]([CH3:38])[CH:33]=2)=[C:4]([O:18][C:19]2[CH:20]=[CH:21][CH:22]=[CH:23][CH:24]=2)[CH:3]=1, predict the reactants needed to synthesize it. The reactants are: [Cl:1][C:2]1[CH:17]=[CH:16][C:5]([O:6][CH2:7][CH2:8][C@@H:9]([O:11]S(C)(=O)=O)[CH3:10])=[C:4]([O:18][C:19]2[CH:24]=[CH:23][CH:22]=[CH:21][CH:20]=2)[CH:3]=1.C([O:27][C:28](=[O:39])[CH2:29][S:30][C:31]1[CH:36]=[CH:35][C:34](O)=[CH:33][C:32]=1[CH3:38])C. (3) Given the product [C:1]([O:5][C:6]([N:8]1[CH2:9][CH2:10][C:11]2([O:14][CH2:16]2)[CH2:12][CH2:13]1)=[O:7])([CH3:4])([CH3:2])[CH3:3], predict the reactants needed to synthesize it. The reactants are: [C:1]([O:5][C:6]([N:8]1[CH2:13][CH2:12][C:11](=[O:14])[CH2:10][CH2:9]1)=[O:7])([CH3:4])([CH3:3])[CH3:2].[I-].[CH3:16][S+](C)(C)=O.[OH-].[K+]. (4) Given the product [NH2:11][C:10]1[C:6]([CH:1]2[CH2:2][CH2:3][CH2:4][CH2:5]2)=[N:7][O:8][C:9]=1[C:14]([NH2:16])=[O:15], predict the reactants needed to synthesize it. The reactants are: [CH:1]1([C:6]2[C:10]([N+:11]([O-])=O)=[C:9]([C:14]([NH2:16])=[O:15])[O:8][N:7]=2)[CH2:5][CH2:4][CH2:3][CH2:2]1.[Cl-].[NH4+]. (5) Given the product [CH3:22][N:23]1[CH2:28][CH2:27][CH:26]([CH2:29][NH:30][C:2]2[N:7]=[C:6]3[N:8]([C:11]4[CH:16]=[CH:15][CH:14]=[C:13]([O:17][C:18]([F:21])([F:20])[F:19])[CH:12]=4)[N:9]=[N:10][C:5]3=[CH:4][CH:3]=2)[CH2:25][CH2:24]1, predict the reactants needed to synthesize it. The reactants are: Cl[C:2]1[N:7]=[C:6]2[N:8]([C:11]3[CH:16]=[CH:15][CH:14]=[C:13]([O:17][C:18]([F:21])([F:20])[F:19])[CH:12]=3)[N:9]=[N:10][C:5]2=[CH:4][CH:3]=1.[CH3:22][N:23]1[CH2:28][CH2:27][CH:26]([CH2:29][NH2:30])[CH2:25][CH2:24]1.C(N(CC)CC)C.